This data is from NCI-60 drug combinations with 297,098 pairs across 59 cell lines. The task is: Regression. Given two drug SMILES strings and cell line genomic features, predict the synergy score measuring deviation from expected non-interaction effect. Drug 1: CC(C1=C(C=CC(=C1Cl)F)Cl)OC2=C(N=CC(=C2)C3=CN(N=C3)C4CCNCC4)N. Drug 2: C1=C(C(=O)NC(=O)N1)N(CCCl)CCCl. Cell line: DU-145. Synergy scores: CSS=31.8, Synergy_ZIP=6.00, Synergy_Bliss=8.64, Synergy_Loewe=4.58, Synergy_HSA=6.56.